From a dataset of Forward reaction prediction with 1.9M reactions from USPTO patents (1976-2016). Predict the product of the given reaction. (1) Given the reactants Br[C:2]1[CH:3]=[N:4][C:5]([N:8]2[CH2:12][CH2:11][CH2:10][C@H:9]2[C:13]([F:16])([F:15])[F:14])=[N:6][CH:7]=1.[B:17]1([B:17]2[O:21][C:20]([CH3:23])([CH3:22])[C:19]([CH3:25])([CH3:24])[O:18]2)[O:21][C:20]([CH3:23])([CH3:22])[C:19]([CH3:25])([CH3:24])[O:18]1.C([O-])(=O)C.[K+], predict the reaction product. The product is: [CH3:24][C:19]1([CH3:25])[C:20]([CH3:23])([CH3:22])[O:21][B:17]([C:2]2[CH:3]=[N:4][C:5]([N:8]3[CH2:12][CH2:11][CH2:10][C@H:9]3[C:13]([F:16])([F:15])[F:14])=[N:6][CH:7]=2)[O:18]1. (2) The product is: [CH:1]1([C:4]2[CH:5]=[N:6][C:7]([NH:14][C:15]3[CH:16]=[C:17]4[C:21](=[CH:22][CH:23]=3)[N:20]([CH2:25][CH:26]([CH3:29])[CH3:27])[C:19]([CH3:24])=[CH:18]4)=[C:8]([CH:13]=2)[C:9]([OH:11])=[O:10])[CH2:3][CH2:2]1. Given the reactants [CH:1]1([C:4]2[CH:5]=[N:6][C:7]([NH:14][C:15]3[CH:16]=[C:17]4[C:21](=[CH:22][CH:23]=3)[NH:20][C:19]([CH3:24])=[CH:18]4)=[C:8]([CH:13]=2)[C:9]([O:11]C)=[O:10])[CH2:3][CH2:2]1.[CH3:25][C:26]([CH3:29])([O-])[CH3:27].[K+].BrCC(C)C.Cl, predict the reaction product. (3) Given the reactants C[O:2][C:3](=[O:19])[C@@H:4]([NH2:18])[CH2:5][C:6]1[CH:11]=[CH:10][C:9]([C:12]2[CH:17]=[CH:16][CH:15]=[CH:14][CH:13]=2)=[CH:8][CH:7]=1.[Br:20][C:21]1[CH:30]=[C:29]2[C:24]([CH:25]=[C:26]([C:31](O)=[O:32])[N:27]=[CH:28]2)=[CH:23][CH:22]=1, predict the reaction product. The product is: [C:9]1([C:12]2[CH:17]=[CH:16][CH:15]=[CH:14][CH:13]=2)[CH:10]=[CH:11][C:6]([CH2:5][C@H:4]([NH:18][C:31]([C:26]2[N:27]=[CH:28][C:29]3[C:24]([CH:25]=2)=[CH:23][CH:22]=[C:21]([Br:20])[CH:30]=3)=[O:32])[C:3]([OH:2])=[O:19])=[CH:7][CH:8]=1. (4) Given the reactants [F:1][C:2]([F:24])([F:23])[C:3](=O)/[CH:4]=[C:5](\O)/[C:6]1[S:7][C:8]([C:11]2[CH:16]=[CH:15][CH:14]=[C:13]([S:17]([CH3:20])(=[O:19])=[O:18])[CH:12]=2)=[CH:9][CH:10]=1.Cl.[Cl:26][C:27]1[CH:32]=[CH:31][C:30]([Cl:33])=[CH:29][C:28]=1[NH:34][NH2:35].C(O)(=O)C, predict the reaction product. The product is: [Cl:26][C:27]1[CH:32]=[CH:31][C:30]([Cl:33])=[CH:29][C:28]=1[N:34]1[C:5]([C:6]2[S:7][C:8]([C:11]3[CH:16]=[CH:15][CH:14]=[C:13]([S:17]([CH3:20])(=[O:19])=[O:18])[CH:12]=3)=[CH:9][CH:10]=2)=[CH:4][C:3]([C:2]([F:24])([F:23])[F:1])=[N:35]1. (5) Given the reactants [CH:1]1([CH:7]=O)[CH2:6][CH2:5][CH2:4][CH2:3][CH2:2]1.[CH:9]([Mg]Br)=C.[C:13]([O:21]CC)(=[O:20])[CH2:14][C:15](OCC)=O.[OH-].[K+], predict the reaction product. The product is: [CH:1]1(/[CH:7]=[CH:9]/[CH2:15][CH2:14][C:13]([OH:21])=[O:20])[CH2:2][CH2:3][CH2:4][CH2:5][CH2:6]1.